Dataset: NCI-60 drug combinations with 297,098 pairs across 59 cell lines. Task: Regression. Given two drug SMILES strings and cell line genomic features, predict the synergy score measuring deviation from expected non-interaction effect. (1) Drug 1: CC12CCC3C(C1CCC2=O)CC(=C)C4=CC(=O)C=CC34C. Drug 2: C1CCC(CC1)NC(=O)N(CCCl)N=O. Cell line: M14. Synergy scores: CSS=26.8, Synergy_ZIP=2.77, Synergy_Bliss=1.12, Synergy_Loewe=-13.5, Synergy_HSA=0.709. (2) Drug 1: CC1OCC2C(O1)C(C(C(O2)OC3C4COC(=O)C4C(C5=CC6=C(C=C35)OCO6)C7=CC(=C(C(=C7)OC)O)OC)O)O. Drug 2: C1=C(C(=O)NC(=O)N1)F. Cell line: NCI-H522. Synergy scores: CSS=32.4, Synergy_ZIP=-9.02, Synergy_Bliss=-7.77, Synergy_Loewe=-6.89, Synergy_HSA=-4.24. (3) Drug 1: CN(C)C1=NC(=NC(=N1)N(C)C)N(C)C. Drug 2: C1C(C(OC1N2C=NC3=C2NC=NCC3O)CO)O. Cell line: UACC-257. Synergy scores: CSS=-13.5, Synergy_ZIP=2.64, Synergy_Bliss=-7.55, Synergy_Loewe=-12.0, Synergy_HSA=-12.8. (4) Drug 1: C1CNP(=O)(OC1)N(CCCl)CCCl. Drug 2: CC1C(C(CC(O1)OC2CC(CC3=C2C(=C4C(=C3O)C(=O)C5=CC=CC=C5C4=O)O)(C(=O)C)O)N)O. Cell line: HS 578T. Synergy scores: CSS=53.4, Synergy_ZIP=7.73, Synergy_Bliss=8.43, Synergy_Loewe=-57.3, Synergy_HSA=8.65. (5) Drug 1: CC(C)(C#N)C1=CC(=CC(=C1)CN2C=NC=N2)C(C)(C)C#N. Drug 2: COCCOC1=C(C=C2C(=C1)C(=NC=N2)NC3=CC=CC(=C3)C#C)OCCOC.Cl. Cell line: SR. Synergy scores: CSS=-1.37, Synergy_ZIP=1.31, Synergy_Bliss=1.10, Synergy_Loewe=-1.21, Synergy_HSA=-1.50. (6) Drug 1: CC=C1C(=O)NC(C(=O)OC2CC(=O)NC(C(=O)NC(CSSCCC=C2)C(=O)N1)C(C)C)C(C)C. Drug 2: C(CN)CNCCSP(=O)(O)O. Cell line: UO-31. Synergy scores: CSS=-2.03, Synergy_ZIP=1.44, Synergy_Bliss=0.498, Synergy_Loewe=-3.15, Synergy_HSA=-2.64. (7) Drug 1: COC1=C(C=C2C(=C1)N=CN=C2NC3=CC(=C(C=C3)F)Cl)OCCCN4CCOCC4. Drug 2: C1=CN(C(=O)N=C1N)C2C(C(C(O2)CO)O)O.Cl. Cell line: NCI-H226. Synergy scores: CSS=24.4, Synergy_ZIP=-1.94, Synergy_Bliss=-0.640, Synergy_Loewe=2.99, Synergy_HSA=2.89.